Dataset: Full USPTO retrosynthesis dataset with 1.9M reactions from patents (1976-2016). Task: Predict the reactants needed to synthesize the given product. (1) Given the product [C:3]([N:6]1[N:7]([C:8](=[O:10])[CH3:9])[CH:16]=[CH:15][O:14][CH:11]=[CH:12]1)(=[O:5])[CH3:4], predict the reactants needed to synthesize it. The reactants are: [OH-].[K+].[C:3]([NH:6][NH:7][C:8](=[O:10])[CH3:9])(=[O:5])[CH3:4].[CH2:11]([O:14][CH2:15][CH2:16]Cl)[CH2:12]Cl. (2) The reactants are: [CH2:1]([O:3][C:4]([C:6]1[C:15](=[O:16])[C:14]2[C:9](=[CH:10][CH:11]=[CH:12][CH:13]=2)[NH:8][CH:7]=1)=[O:5])[CH3:2].[H-].[Na+].Br[CH2:20][C:21]1[CH:26]=[CH:25][CH:24]=[C:23]([CH3:27])[N:22]=1. Given the product [CH2:1]([O:3][C:4]([C:6]1[C:15](=[O:16])[C:14]2[C:9](=[CH:10][CH:11]=[CH:12][CH:13]=2)[N:8]([CH2:20][C:21]2[CH:26]=[CH:25][CH:24]=[C:23]([CH3:27])[N:22]=2)[CH:7]=1)=[O:5])[CH3:2], predict the reactants needed to synthesize it. (3) Given the product [CH3:1][S:2]([NH:5][C:6]1[CH:7]=[CH:8][C:9]([C:12]2[C:21](=[O:22])[C:20]3[C:15](=[CH:16][C:17]([O:23][CH2:24][C:25]4[CH:26]=[C:27]([CH:31]=[CH:32][CH:33]=4)[C:28]([O:30][CH2:35][CH2:34][N:36]4[CH2:39][CH2:40][O:45][CH2:38][CH2:37]4)=[O:29])=[CH:18][CH:19]=3)[O:14][CH:13]=2)=[CH:10][CH:11]=1)(=[O:3])=[O:4], predict the reactants needed to synthesize it. The reactants are: [CH3:1][S:2]([NH:5][C:6]1[CH:11]=[CH:10][C:9]([C:12]2[C:21](=[O:22])[C:20]3[C:15](=[CH:16][C:17]([O:23][CH2:24][C:25]4[CH:26]=[C:27]([CH:31]=[CH:32][CH:33]=4)[C:28]([OH:30])=[O:29])=[CH:18][CH:19]=3)[O:14][CH:13]=2)=[CH:8][CH:7]=1)(=[O:4])=[O:3].[CH2:34]([N:36]([CH2:39][CH3:40])[CH2:37][CH3:38])[CH3:35].ClC1C=C(Cl)C=C(Cl)C=1C(Cl)=[O:45].N1CCOCC1.CN(C1C=CC=CN=1)C. (4) Given the product [C:1]([C:9]1[CH:10]=[CH:11][C:12]([C:13]([O:15][C:16]2[CH:21]=[CH:20][C:19](/[CH:22]=[CH:23]/[C:24]([O:26][CH2:27][CH2:28][C:29]3[CH:34]=[CH:33][C:32]([NH2:35])=[CH:31][C:30]=3[NH2:38])=[O:25])=[CH:18][CH:17]=2)=[O:14])=[CH:41][CH:42]=1)(=[O:8])[C:2]1[CH:3]=[CH:4][CH:5]=[CH:6][CH:7]=1, predict the reactants needed to synthesize it. The reactants are: [C:1]([C:9]1[CH:42]=[CH:41][C:12]([C:13]([O:15][C:16]2[CH:21]=[CH:20][C:19](/[CH:22]=[CH:23]/[C:24]([O:26][CH2:27][CH2:28][C:29]3[CH:34]=[CH:33][C:32]([N+:35]([O-])=O)=[CH:31][C:30]=3[N+:38]([O-])=O)=[O:25])=[CH:18][CH:17]=2)=[O:14])=[CH:11][CH:10]=1)(=[O:8])[C:2]1[CH:7]=[CH:6][CH:5]=[CH:4][CH:3]=1.CCCCCC. (5) Given the product [Br:30][C:27]1[CH:28]=[CH:29][C:24]([CH:6]2[CH2:7][CH2:8][CH:9]([C:10]3[CH:15]=[CH:14][C:13]([N+:16]([O-:18])=[O:17])=[CH:12][CH:11]=3)[N:36]2[C:35]2[CH:37]=[CH:38][C:32]([F:31])=[CH:33][CH:34]=2)=[CH:25][CH:26]=1, predict the reactants needed to synthesize it. The reactants are: CS(O[CH:6]([C:24]1[CH:29]=[CH:28][C:27]([Br:30])=[CH:26][CH:25]=1)[CH2:7][CH2:8][CH:9](OS(C)(=O)=O)[C:10]1[CH:15]=[CH:14][C:13]([N+:16]([O-:18])=[O:17])=[CH:12][CH:11]=1)(=O)=O.[F:31][C:32]1[CH:38]=[CH:37][C:35]([NH2:36])=[CH:34][CH:33]=1.Cl. (6) Given the product [CH:1]1([N:7]2[C:28](=[O:27])[C:29]([C:30]([O:32][CH2:33][CH3:34])=[O:31])=[CH:35][N:12]=[C:11]2[C:13]2[CH:14]=[CH:15][CH:16]=[CH:17][CH:18]=2)[CH2:6][CH2:5][CH2:4][CH2:3][CH2:2]1, predict the reactants needed to synthesize it. The reactants are: [CH:1]1([NH2:7])[CH2:6][CH2:5][CH2:4][CH2:3][CH2:2]1.C(O[C:11]([C:13]1[CH:18]=[CH:17][CH:16]=[CH:15][C:14]=1CC)=[NH:12])C.[O-]CC.[Na+].C([O:27][CH:28]=[C:29]([C:35](OCC)=O)[C:30]([O:32][CH2:33][CH3:34])=[O:31])C. (7) Given the product [Cl:1][C:2]1[CH:7]=[CH:6][CH:5]=[CH:4][C:3]=1[CH:8]([NH:12][C:23]([C:20]1[CH:21]=[C:22]2[C:17](=[CH:18][CH:19]=1)[NH:16][N:15]=[C:14]2[I:13])=[O:24])[CH:9]([CH3:10])[CH3:11], predict the reactants needed to synthesize it. The reactants are: [Cl:1][C:2]1[CH:7]=[CH:6][CH:5]=[CH:4][C:3]=1[CH:8]([NH2:12])[CH:9]([CH3:11])[CH3:10].[I:13][C:14]1[C:22]2[C:17](=[CH:18][CH:19]=[C:20]([C:23](O)=[O:24])[CH:21]=2)[NH:16][N:15]=1.CCN(C(C)C)C(C)C.CN(C(ON1N=NC2C=CC=CC1=2)=[N+](C)C)C.[B-](F)(F)(F)F. (8) Given the product [CH3:17][NH:18][C:19](=[O:32])[C:20]1[CH:21]=[CH:22][C:23]([N:26]2[CH2:31][CH2:30][N:29]([CH2:2][C:3]3[CH:16]=[N:15][C:6]4[C:7]5[N:8]([CH:12]=[CH:13][CH:14]=5)[C:9](=[O:11])[NH:10][C:5]=4[CH:4]=3)[CH2:28][CH2:27]2)=[CH:24][CH:25]=1, predict the reactants needed to synthesize it. The reactants are: O[CH2:2][C:3]1[CH:16]=[N:15][C:6]2[C:7]3[N:8]([CH:12]=[CH:13][CH:14]=3)[C:9](=[O:11])[NH:10][C:5]=2[CH:4]=1.[CH3:17][NH:18][C:19](=[O:32])[C:20]1[CH:25]=[CH:24][C:23]([N:26]2[CH2:31][CH2:30][NH:29][CH2:28][CH2:27]2)=[CH:22][CH:21]=1.[I-].C(C[P+](C)(C)C)#N.C(N(C(C)C)C(C)C)C.